From a dataset of Catalyst prediction with 721,799 reactions and 888 catalyst types from USPTO. Predict which catalyst facilitates the given reaction. (1) Reactant: [F:1][C:2]1[CH:7]=[C:6](I)[CH:5]=[CH:4][C:3]=1[N:9]1[C:13]([CH3:14])=[CH:12][CH:11]=[C:10]1[CH3:15].[F:16][C:17]1[CH:24]=[CH:23][C:20]([CH2:21][OH:22])=[CH:19][CH:18]=1.C(=O)([O-])[O-].[Cs+].[Cs+].N1C2C(=CC=C3C=2N=CC=C3)C=CC=1. Product: [F:1][C:2]1[CH:7]=[C:6]([O:22][CH2:21][C:20]2[CH:23]=[CH:24][C:17]([F:16])=[CH:18][CH:19]=2)[CH:5]=[CH:4][C:3]=1[N:9]1[C:13]([CH3:14])=[CH:12][CH:11]=[C:10]1[CH3:15]. The catalyst class is: 11. (2) Reactant: [CH3:1][C@:2]12[C:9]([CH3:11])([CH3:10])[CH:6]([CH2:7][CH2:8]1)[C:5](=[O:12])[CH2:4][C:3]2=[O:13].C(N(CC)CC)C.[Cl:21][C:22]1[CH:23]=[C:24]([N:29]=[C:30]=[O:31])[CH:25]=[CH:26][C:27]=1[F:28].Cl. Product: [Cl:21][C:22]1[CH:23]=[C:24]([NH:29][C:30]([CH:4]2[C:5](=[O:12])[CH:6]3[C:9]([CH3:10])([CH3:11])[C@@:2]([CH3:1])([CH2:8][CH2:7]3)[C:3]2=[O:13])=[O:31])[CH:25]=[CH:26][C:27]=1[F:28]. The catalyst class is: 119.